Task: Predict the reactants needed to synthesize the given product.. Dataset: Full USPTO retrosynthesis dataset with 1.9M reactions from patents (1976-2016) (1) The reactants are: [C:1](=[O:4])([O-])[O-:2].[Cs+].[Cs+].[Cl:7][C:8]1[CH:9]=[CH:10][C:11]2O[C:14](=O)[NH:13][C:12]=2[CH:17]=1.CI. Given the product [Cl:7][C:8]1[CH:9]=[CH:10][C:11]2[O:2][C:1](=[O:4])[N:13]([CH3:14])[C:12]=2[CH:17]=1, predict the reactants needed to synthesize it. (2) Given the product [CH2:13]([O:12][C:4]1[CH:3]=[C:2]([Cl:34])[N:7]=[C:6]([C:8]([O:10][CH3:11])=[O:9])[CH:5]=1)[C:14]1[CH:19]=[CH:18][CH:17]=[CH:16][CH:15]=1, predict the reactants needed to synthesize it. The reactants are: N[C:2]1[N:7]=[C:6]([C:8]([O:10][CH3:11])=[O:9])[CH:5]=[C:4]([O:12][CH2:13][C:14]2[CH:19]=[CH:18][CH:17]=[CH:16][CH:15]=2)[CH:3]=1.[N+]([O-])(OC(C)(C)C)=O.C(=O)(O)[O-].[Na+].C(Cl)(Cl)[Cl:34]. (3) Given the product [Br:1][C:2]1[C:3]([O:9][CH3:10])=[N:4][C:5]([NH:12][CH3:11])=[N:6][CH:7]=1, predict the reactants needed to synthesize it. The reactants are: [Br:1][C:2]1[C:3]([O:9][CH3:10])=[N:4][C:5](Cl)=[N:6][CH:7]=1.[CH3:11][NH2:12]. (4) Given the product [I:1][C:2]1[CH:26]=[CH:25][C:5]([CH:6]2[C:22]3[C:17](=[CH:18][C:19]([O:23][CH3:24])=[CH:20][CH:21]=3)[CH2:16][CH2:15][N:8]2[C:9]2[CH:14]=[CH:13][CH:12]=[CH:11][CH:10]=2)=[CH:4][CH:3]=1, predict the reactants needed to synthesize it. The reactants are: [I:1][C:2]1[CH:26]=[CH:25][C:5]([C:6]([N:8]([CH2:15][CH2:16][C:17]2[CH:22]=[CH:21][CH:20]=[C:19]([O:23][CH3:24])[CH:18]=2)[C:9]2[CH:14]=[CH:13][CH:12]=[CH:11][CH:10]=2)=O)=[CH:4][CH:3]=1.C(Cl)Cl. (5) Given the product [I:15][CH2:3][CH:2]1[O:8][C:6]([CH3:9])([CH3:7])[CH2:5][O:4][CH2:1]1, predict the reactants needed to synthesize it. The reactants are: [CH2:1]([O:4][CH2:5][C:6]([CH3:9])([OH:8])[CH3:7])[CH:2]=[CH2:3].C(=O)(O)[O-].[Na+].[I:15]I.C(N(CC)CC)C.C(=O)([O-])[O-].[K+].[K+]. (6) Given the product [OH:27][C:21]12[C:15]3[C:16](=[CH:17][CH:12]=[CH:13][CH:14]=3)[C:18](=[O:19])[C:20]1([OH:24])[C:2]1[CH:3]=[C:4]([C:5]([O:7][CH3:8])=[O:6])[CH:9]=[CH:10][C:11]=1[O:22]2, predict the reactants needed to synthesize it. The reactants are: O[C:2]1[CH:3]=[C:4]([CH:9]=[CH:10][CH:11]=1)[C:5]([O:7][CH3:8])=[O:6].[CH:12]1[CH:17]=[C:16]2[C:18]([C:20]([OH:24])(O)[C:21](=[O:22])[C:15]2=[CH:14][CH:13]=1)=[O:19].C(O)(=[O:27])C.